Dataset: Full USPTO retrosynthesis dataset with 1.9M reactions from patents (1976-2016). Task: Predict the reactants needed to synthesize the given product. (1) Given the product [OH:28][C@@H:24]1[C@@H:25]([OH:27])[CH2:26][N:22]([C:21]2[CH:20]=[CH:19][C:4]([C:5]([NH:7][C:8]3[CH:13]=[CH:12][C:11]([O:14][C:15]([F:18])([F:17])[F:16])=[CH:10][CH:9]=3)=[O:6])=[CH:3][C:2]=2[C:33]2[CH:34]=[N:29][CH:30]=[N:31][CH:32]=2)[CH2:23]1, predict the reactants needed to synthesize it. The reactants are: Br[C:2]1[CH:3]=[C:4]([CH:19]=[CH:20][C:21]=1[N:22]1[CH2:26][C@H:25]([OH:27])[C@@H:24]([OH:28])[CH2:23]1)[C:5]([NH:7][C:8]1[CH:13]=[CH:12][C:11]([O:14][C:15]([F:18])([F:17])[F:16])=[CH:10][CH:9]=1)=[O:6].[N:29]1[CH:34]=[C:33](B(O)O)[CH:32]=[N:31][CH:30]=1.C([O-])([O-])=O.[Na+].[Na+]. (2) Given the product [CH3:7][C:5]1[S:4][C:3]([C:8]2[CH:9]=[CH:10][N:15]=[C:16]([NH2:18])[N:17]=2)=[C:2]([CH3:1])[N:6]=1, predict the reactants needed to synthesize it. The reactants are: [CH3:1][C:2]1[N:6]=[C:5]([CH3:7])[S:4][C:3]=1/[CH:8]=[CH:9]/[C:10](N(C)C)=O.[NH2:15][C:16]([NH2:18])=[NH:17]. (3) Given the product [CH:21]1([N:16]2[CH2:15][C:14]3([CH2:24][CH2:25][N:11]([S:8]([C:5]4[CH:6]=[CH:7][C:2]([C:34]5[CH:35]=[C:36]6[C:40](=[CH:41][CH:42]=5)[NH:39][CH:38]=[CH:37]6)=[CH:3][CH:4]=4)(=[O:10])=[O:9])[CH2:12][CH2:13]3)[O:19][CH2:18][C:17]2=[O:20])[CH2:23][CH2:22]1, predict the reactants needed to synthesize it. The reactants are: Br[C:2]1[CH:7]=[CH:6][C:5]([S:8]([N:11]2[CH2:25][CH2:24][C:14]3([O:19][CH2:18][C:17](=[O:20])[N:16]([CH:21]4[CH2:23][CH2:22]4)[CH2:15]3)[CH2:13][CH2:12]2)(=[O:10])=[O:9])=[CH:4][CH:3]=1.CC1(C)C(C)(C)OB([C:34]2[CH:35]=[C:36]3[C:40](=[CH:41][CH:42]=2)[NH:39][CH:38]=[CH:37]3)O1.C([O-])([O-])=O.[K+].[K+]. (4) Given the product [CH:17]1([CH2:21][C:22]([NH:1][N:2]2[N:11]=[C:10]([C:12]([F:15])([F:13])[F:14])[C:9]3[C:4](=[CH:5][CH:6]=[CH:7][CH:8]=3)[C:3]2=[O:16])=[O:23])[CH2:20][CH2:19][CH2:18]1, predict the reactants needed to synthesize it. The reactants are: [NH2:1][N:2]1[N:11]=[C:10]([C:12]([F:15])([F:14])[F:13])[C:9]2[C:4](=[CH:5][CH:6]=[CH:7][CH:8]=2)[C:3]1=[O:16].[CH:17]1([CH2:21][C:22](O)=[O:23])[CH2:20][CH2:19][CH2:18]1.